From a dataset of Full USPTO retrosynthesis dataset with 1.9M reactions from patents (1976-2016). Predict the reactants needed to synthesize the given product. (1) The reactants are: Cl[C:2]1[CH:7]=[C:6]([C:8]2[CH:13]=[CH:12][CH:11]=[CH:10][CH:9]=2)[N:5]=[C:4]([CH3:14])[N:3]=1.[CH2:15]([OH:18])[C:16]#[CH:17].[H-].[Na+].O. Given the product [CH3:14][C:4]1[N:5]=[C:6]([C:8]2[CH:13]=[CH:12][CH:11]=[CH:10][CH:9]=2)[CH:7]=[C:2]([O:18][CH2:15][C:16]#[CH:17])[N:3]=1, predict the reactants needed to synthesize it. (2) The reactants are: Cl.Cl.C[O:4][C:5](=[O:56])[C@@H:6]([NH:23][C:24]([C@@H:26]1[CH2:35][C:34]2[CH:33]=[C:32]3[O:36][CH2:37][C@H:38]([C:40]4[CH:45]=[CH:44][C:43]([O:46][CH2:47][C:48]5[CH:53]=[CH:52][C:51]([Cl:54])=[C:50]([Cl:55])[CH:49]=5)=[CH:42][CH:41]=4)[O:39][C:31]3=[CH:30][C:29]=2[CH2:28][NH:27]1)=[O:25])[CH2:7][C:8]1[CH:13]=[CH:12][C:11]([O:14][C:15]2[CH:20]=[CH:19][N:18]=[C:17]([CH3:21])[C:16]=2[CH3:22])=[CH:10][CH:9]=1.[CH3:57][N:58]([CH3:63])[S:59](Cl)(=[O:61])=[O:60]. Given the product [Cl:55][C:50]1[CH:49]=[C:48]([CH:53]=[CH:52][C:51]=1[Cl:54])[CH2:47][O:46][C:43]1[CH:44]=[CH:45][C:40]([C@H:38]2[CH2:37][O:36][C:32]3=[CH:33][C:34]4[CH2:35][C@@H:26]([C:24]([NH:23][C@@H:6]([CH2:7][C:8]5[CH:9]=[CH:10][C:11]([O:14][C:15]6[CH:20]=[CH:19][N:18]=[C:17]([CH3:21])[C:16]=6[CH3:22])=[CH:12][CH:13]=5)[C:5]([OH:4])=[O:56])=[O:25])[N:27]([S:59](=[O:61])(=[O:60])[N:58]([CH3:63])[CH3:57])[CH2:28][C:29]=4[CH:30]=[C:31]3[O:39]2)=[CH:41][CH:42]=1, predict the reactants needed to synthesize it. (3) Given the product [CH3:9][O:8][C:7]1[CH:6]=[CH:5][C:4]([C:10]2[O:11][CH:12]=[C:13]([CH2:15][NH:16][C:17](=[O:25])[C:18]3[C:23]([CH3:24])=[CH:22][CH:21]=[CH:20][N:19]=3)[N:14]=2)=[CH:3][C:2]=1[O:1][CH:27]([CH3:29])[CH3:28], predict the reactants needed to synthesize it. The reactants are: [OH:1][C:2]1[CH:3]=[C:4]([C:10]2[O:11][CH:12]=[C:13]([CH2:15][NH:16][C:17](=[O:25])[C:18]3[C:23]([CH3:24])=[CH:22][CH:21]=[CH:20][N:19]=3)[N:14]=2)[CH:5]=[CH:6][C:7]=1[O:8][CH3:9].Br[CH:27]([CH3:29])[CH3:28].